Dataset: Reaction yield outcomes from USPTO patents with 853,638 reactions. Task: Predict the reaction yield, written as a fraction of the theoretical maximum amount of product (1.0 means a 100% yield; for example, 0.34 means a 34% yield). (1) The reactants are [C:1]([O:5][C:6]([N:8]1[CH2:13][CH:12]=[C:11]([C:14]2[CH:19]=[CH:18][C:17]([C:20]([O:22][CH3:23])=[O:21])=[CH:16][C:15]=2[S:24]([CH3:27])(=[O:26])=[O:25])[CH2:10][CH2:9]1)=[O:7])([CH3:4])([CH3:3])[CH3:2]. The yield is 0.730. The catalyst is [Pt](=O)=O. The product is [C:1]([O:5][C:6]([N:8]1[CH2:9][CH2:10][CH:11]([C:14]2[CH:19]=[CH:18][C:17]([C:20]([O:22][CH3:23])=[O:21])=[CH:16][C:15]=2[S:24]([CH3:27])(=[O:26])=[O:25])[CH2:12][CH2:13]1)=[O:7])([CH3:4])([CH3:3])[CH3:2]. (2) The reactants are [Br:1][C:2]1[CH:3]=[CH:4][C:5]2[C:6]3[CH:14]=[N:13][CH:12]=[CH:11][C:7]=3[NH:8][C:9]=2[CH:10]=1.[C:15](O[C:15]([O:17][C:18]([CH3:21])([CH3:20])[CH3:19])=[O:16])([O:17][C:18]([CH3:21])([CH3:20])[CH3:19])=[O:16]. The catalyst is CN(C1C=CC=CN=1)C.O1CCCC1. The product is [Br:1][C:2]1[CH:3]=[CH:4][C:5]2[C:6]3[CH:14]=[N:13][CH:12]=[CH:11][C:7]=3[N:8]([C:15]([O:17][C:18]([CH3:21])([CH3:20])[CH3:19])=[O:16])[C:9]=2[CH:10]=1. The yield is 0.860. (3) The reactants are C(Cl)(=O)C(Cl)=O.CS(C)=O.[CH3:11][C:12]1[CH:13]=[C:14]([CH2:21][OH:22])[C:15]([CH2:19][OH:20])=[CH:16][C:17]=1[CH3:18].C(N(CC)CC)C. The catalyst is ClCCl.ClCCl.CS(C)=O. The product is [CH3:18][C:17]1[CH:16]=[C:15]([CH:19]=[O:20])[C:14](=[CH:13][C:12]=1[CH3:11])[CH:21]=[O:22]. The yield is 0.820. (4) No catalyst specified. The reactants are [Cl:1][C:2]1[N:3]=[C:4]([C:9]([NH:11][C@H:12]2[CH2:17][CH2:16][N:15]([C:18](OC(C)(C)C)=O)[CH2:14][C@H:13]2[N:25]([CH3:27])[CH3:26])=[O:10])[NH:5][C:6]=1[CH2:7][CH3:8].Cl.O1CCOCC1.BrC1[S:37][C:38]([C:42]([O:44][CH2:45][CH3:46])=[O:43])=[C:39]([CH3:41])[N:40]=1.C(=O)([O-])[O-].[Na+].[Na+]. The product is [Cl:1][C:2]1[N:3]=[C:4]([C:9]([NH:11][C@H:12]2[CH2:17][CH2:16][N:15]([C:18]3[S:37][C:38]([C:42]([O:44][CH2:45][CH3:46])=[O:43])=[C:39]([CH3:41])[N:40]=3)[CH2:14][C@H:13]2[N:25]([CH3:26])[CH3:27])=[O:10])[NH:5][C:6]=1[CH2:7][CH3:8]. The yield is 0.900. (5) The reactants are [Br:1][C:2]1[CH:13]=[CH:12][C:5]([O:6][C:7]([CH3:11])([CH3:10])[CH2:8][NH2:9])=[CH:4][CH:3]=1.CN(C=O)C.[CH3:19][C:20]([O:23][C:24](O[C:24]([O:23][C:20]([CH3:22])([CH3:21])[CH3:19])=[O:25])=[O:25])([CH3:22])[CH3:21].CCN(C(C)C)C(C)C. No catalyst specified. The product is [C:20]([O:23][C:24](=[O:25])[NH:9][CH2:8][C:7]([O:6][C:5]1[CH:12]=[CH:13][C:2]([Br:1])=[CH:3][CH:4]=1)([CH3:10])[CH3:11])([CH3:22])([CH3:21])[CH3:19]. The yield is 0.580. (6) The reactants are [H-].[Na+].[N:3]1[CH:8]=[C:7]([NH:9][C:10]2[CH:11]=[C:12]([CH:15]=[CH:16][CH:17]=2)[C:13]#[N:14])[CH:6]=[N:5][CH:4]=1.[CH3:18]I. The yield is 0.620. The product is [CH3:18][N:9]([C:7]1[CH:8]=[N:3][CH:4]=[N:5][CH:6]=1)[C:10]1[CH:11]=[C:12]([CH:15]=[CH:16][CH:17]=1)[C:13]#[N:14]. The catalyst is C1COCC1.CCOC(C)=O. (7) The reactants are [CH3:1][N:2]1[CH:7]=[C:6](B2OC(C)(C)C(C)(C)O2)[CH:5]=[C:4]([NH:17][C:18]2[CH:22]=[C:21]([CH3:23])[NH:20][N:19]=2)[C:3]1=[O:24].[C:25]([O:28][CH2:29][C:30]1[C:35]([N:36]2[CH2:48][CH2:47][N:39]3[C:40]4[CH2:41][CH2:42][CH2:43][CH2:44][C:45]=4[CH:46]=[C:38]3[C:37]2=[O:49])=[CH:34][C:33]([F:50])=[CH:32][C:31]=1Br)(=[O:27])[CH3:26].C([O-])([O-])=O.[Na+].[Na+]. The catalyst is COCCOC.C1C=CC(P(C2C=CC=CC=2)[C-]2C=CC=C2)=CC=1.C1C=CC(P(C2C=CC=CC=2)[C-]2C=CC=C2)=CC=1.Cl[Pd]Cl.[Fe+2]. The product is [C:25]([O:28][CH2:29][C:30]1[C:35]([N:36]2[CH2:48][CH2:47][N:39]3[C:40]4[CH2:41][CH2:42][CH2:43][CH2:44][C:45]=4[CH:46]=[C:38]3[C:37]2=[O:49])=[CH:34][C:33]([F:50])=[CH:32][C:31]=1[C:6]1[CH:5]=[C:4]([NH:17][C:18]2[CH:22]=[C:21]([CH3:23])[NH:20][N:19]=2)[C:3](=[O:24])[N:2]([CH3:1])[CH:7]=1)(=[O:27])[CH3:26]. The yield is 0.290.